From a dataset of Catalyst prediction with 721,799 reactions and 888 catalyst types from USPTO. Predict which catalyst facilitates the given reaction. (1) Reactant: [F:1][C:2]1[CH:3]=[C:4]([CH:7]=[CH:8][CH:9]=1)[CH2:5][OH:6].[OH-].[K+].O.Cl[C:14]1[CH:19]=[CH:18][C:17]([N+:20]([O-:22])=[O:21])=[CH:16][C:15]=1[Cl:23]. Product: [Cl:23][C:15]1[CH:16]=[C:17]([N+:20]([O-:22])=[O:21])[CH:18]=[CH:19][C:14]=1[O:6][CH2:5][C:4]1[CH:7]=[CH:8][CH:9]=[C:2]([F:1])[CH:3]=1. The catalyst class is: 802. (2) Reactant: [H-].[Na+].[CH3:3][N:4]1[CH2:17][CH2:16][C:15]2[C:14]3[CH:13]=[C:12]([CH3:18])[CH:11]=[CH:10][C:9]=3[NH:8][C:7]=2[CH2:6][CH2:5]1.[F:19][C:20]1[CH:25]=[CH:24][C:23]([C:26]2([CH3:29])[CH2:28][O:27]2)=[CH:22][CH:21]=1.C(O)(=O)C(O)=O. Product: [F:19][C:20]1[CH:21]=[CH:22][C:23]([C:26]([OH:27])([CH3:28])[CH2:29][N:8]2[C:9]3[CH:10]=[CH:11][C:12]([CH3:18])=[CH:13][C:14]=3[C:15]3[CH2:16][CH2:17][N:4]([CH3:3])[CH2:5][CH2:6][C:7]2=3)=[CH:24][CH:25]=1. The catalyst class is: 827. (3) Product: [Cl:1][C:2]1[C:6]([N:7]([CH2:18][CH3:19])[C:8](=[O:17])[CH2:9][CH2:10][CH:11]2[CH2:15][CH2:14][N:13]([CH2:34][C:35]([F:38])([F:37])[F:36])[C:12]2=[O:16])=[CH:5][N:4]([C:20]2[CH:21]=[N:22][CH:23]=[CH:24][CH:25]=2)[N:3]=1. The catalyst class is: 1. Reactant: [Cl:1][C:2]1[C:6]([N:7]([CH2:18][CH3:19])[C:8](=[O:17])[CH2:9][CH2:10][CH:11]2[CH2:15][CH2:14][NH:13][C:12]2=[O:16])=[CH:5][N:4]([C:20]2[CH:21]=[N:22][CH:23]=[CH:24][CH:25]=2)[N:3]=1.[H-].[Na+].FC(F)(F)S(O[CH2:34][C:35]([F:38])([F:37])[F:36])(=O)=O.